The task is: Predict the product of the given reaction.. This data is from Forward reaction prediction with 1.9M reactions from USPTO patents (1976-2016). Given the reactants [Br:1][C:2]1[C:3]([OH:17])=[C:4]2[C:9](=[CH:10][CH:11]=1)[N:8]([C:12]([O:14][CH3:15])=[O:13])[C@@H:7]([CH3:16])[CH2:6][CH2:5]2.[Cl:18][C:19]1[CH:20]=[CH:21][C:22](F)=[C:23]([CH:26]=1)[C:24]#[N:25].C(=O)([O-])[O-].[Cs+].[Cs+].O, predict the reaction product. The product is: [Br:1][C:2]1[C:3]([O:17][C:22]2[CH:21]=[CH:20][C:19]([Cl:18])=[CH:26][C:23]=2[C:24]#[N:25])=[C:4]2[C:9](=[CH:10][CH:11]=1)[N:8]([C:12]([O:14][CH3:15])=[O:13])[C@@H:7]([CH3:16])[CH2:6][CH2:5]2.